From a dataset of Peptide-MHC class I binding affinity with 185,985 pairs from IEDB/IMGT. Regression. Given a peptide amino acid sequence and an MHC pseudo amino acid sequence, predict their binding affinity value. This is MHC class I binding data. (1) The peptide sequence is VGPDSGRL. The MHC is H-2-Kb with pseudo-sequence H-2-Kb. The binding affinity (normalized) is 0.430. (2) The peptide sequence is RQMKSGGRF. The MHC is HLA-A31:01 with pseudo-sequence HLA-A31:01. The binding affinity (normalized) is 0.0847. (3) The peptide sequence is AVAVARVAA. The MHC is HLA-B58:01 with pseudo-sequence HLA-B58:01. The binding affinity (normalized) is 0.0847. (4) The peptide sequence is SEWGWRIPF. The MHC is HLA-B83:01 with pseudo-sequence HLA-B83:01. The binding affinity (normalized) is 0.213. (5) The peptide sequence is ETEQPTLDY. The MHC is HLA-A31:01 with pseudo-sequence HLA-A31:01. The binding affinity (normalized) is 0.0847. (6) The peptide sequence is EVREFLGSY. The MHC is HLA-A24:03 with pseudo-sequence HLA-A24:03. The binding affinity (normalized) is 0.0847.